From a dataset of NCI-60 drug combinations with 297,098 pairs across 59 cell lines. Regression. Given two drug SMILES strings and cell line genomic features, predict the synergy score measuring deviation from expected non-interaction effect. (1) Drug 1: C1=CN(C(=O)N=C1N)C2C(C(C(O2)CO)O)(F)F. Drug 2: CCN(CC)CCNC(=O)C1=C(NC(=C1C)C=C2C3=C(C=CC(=C3)F)NC2=O)C. Cell line: NCI-H460. Synergy scores: CSS=83.1, Synergy_ZIP=15.6, Synergy_Bliss=14.0, Synergy_Loewe=14.2, Synergy_HSA=17.2. (2) Drug 1: COC1=C2C(=CC3=C1OC=C3)C=CC(=O)O2. Drug 2: CCC1(C2=C(COC1=O)C(=O)N3CC4=CC5=C(C=CC(=C5CN(C)C)O)N=C4C3=C2)O.Cl. Cell line: HOP-62. Synergy scores: CSS=-24.5, Synergy_ZIP=-9.42, Synergy_Bliss=-36.2, Synergy_Loewe=-99.3, Synergy_HSA=-45.6. (3) Cell line: EKVX. Synergy scores: CSS=3.26, Synergy_ZIP=-1.05, Synergy_Bliss=-0.894, Synergy_Loewe=-16.7, Synergy_HSA=-7.65. Drug 1: CC1=C(C=C(C=C1)C(=O)NC2=CC(=CC(=C2)C(F)(F)F)N3C=C(N=C3)C)NC4=NC=CC(=N4)C5=CN=CC=C5. Drug 2: CCN(CC)CCCC(C)NC1=C2C=C(C=CC2=NC3=C1C=CC(=C3)Cl)OC. (4) Drug 1: CCC(=C(C1=CC=CC=C1)C2=CC=C(C=C2)OCCN(C)C)C3=CC=CC=C3.C(C(=O)O)C(CC(=O)O)(C(=O)O)O. Drug 2: CCN(CC)CCNC(=O)C1=C(NC(=C1C)C=C2C3=C(C=CC(=C3)F)NC2=O)C. Synergy scores: CSS=-2.00, Synergy_ZIP=3.41, Synergy_Bliss=5.10, Synergy_Loewe=0.332, Synergy_HSA=-1.02. Cell line: HCC-2998. (5) Drug 1: CC1=C(C=C(C=C1)C(=O)NC2=CC(=CC(=C2)C(F)(F)F)N3C=C(N=C3)C)NC4=NC=CC(=N4)C5=CN=CC=C5. Drug 2: C1=CC=C(C(=C1)C(C2=CC=C(C=C2)Cl)C(Cl)Cl)Cl. Cell line: SF-539. Synergy scores: CSS=-2.37, Synergy_ZIP=2.79, Synergy_Bliss=-0.936, Synergy_Loewe=-1.00, Synergy_HSA=-6.74. (6) Drug 1: CC12CCC(CC1=CCC3C2CCC4(C3CC=C4C5=CN=CC=C5)C)O. Drug 2: C1CN(CCN1C(=O)CCBr)C(=O)CCBr. Cell line: SF-295. Synergy scores: CSS=12.8, Synergy_ZIP=-4.43, Synergy_Bliss=-2.02, Synergy_Loewe=-0.418, Synergy_HSA=0.171. (7) Drug 1: CCC1=CC2CC(C3=C(CN(C2)C1)C4=CC=CC=C4N3)(C5=C(C=C6C(=C5)C78CCN9C7C(C=CC9)(C(C(C8N6C)(C(=O)OC)O)OC(=O)C)CC)OC)C(=O)OC.C(C(C(=O)O)O)(C(=O)O)O. Drug 2: CC1=C2C(C(=O)C3(C(CC4C(C3C(C(C2(C)C)(CC1OC(=O)C(C(C5=CC=CC=C5)NC(=O)OC(C)(C)C)O)O)OC(=O)C6=CC=CC=C6)(CO4)OC(=O)C)O)C)O. Cell line: TK-10. Synergy scores: CSS=30.9, Synergy_ZIP=-10.3, Synergy_Bliss=-0.194, Synergy_Loewe=-4.73, Synergy_HSA=1.85. (8) Drug 1: CCC1(CC2CC(C3=C(CCN(C2)C1)C4=CC=CC=C4N3)(C5=C(C=C6C(=C5)C78CCN9C7C(C=CC9)(C(C(C8N6C)(C(=O)OC)O)OC(=O)C)CC)OC)C(=O)OC)O.OS(=O)(=O)O. Drug 2: N.N.Cl[Pt+2]Cl. Cell line: HL-60(TB). Synergy scores: CSS=59.0, Synergy_ZIP=2.55, Synergy_Bliss=5.42, Synergy_Loewe=5.33, Synergy_HSA=5.59.